Predict the reactants needed to synthesize the given product. From a dataset of Full USPTO retrosynthesis dataset with 1.9M reactions from patents (1976-2016). Given the product [CH3:31][N:32]1[CH2:45][CH2:44][C:35]2[N:36]([C:7]3([CH:6]=[CH:5][CH:14]=[CH:13][CH2:12]3)[C:8]([NH:10][CH3:11])=[O:9])[C:37]3[CH:38]=[CH:39][C:40]([CH3:43])=[CH:41][C:42]=3[C:34]=2[CH2:33]1, predict the reactants needed to synthesize it. The reactants are: BrC=C([C:5]1[CH:6]=[C:7]([CH:12]=[CH:13][CH:14]=1)[C:8]([NH:10][CH3:11])=[O:9])C.P([O-])([O-])([O-])=O.[K+].[K+].[K+].N1CCC[C@H]1C(O)=O.[CH3:31][N:32]1[CH2:45][CH2:44][C:35]2[NH:36][C:37]3[CH:38]=[CH:39][C:40]([CH3:43])=[CH:41][C:42]=3[C:34]=2[CH2:33]1.